From a dataset of Forward reaction prediction with 1.9M reactions from USPTO patents (1976-2016). Predict the product of the given reaction. (1) Given the reactants [F:1][C:2]1[CH:48]=[CH:47][CH:46]=[C:45]([F:49])[C:3]=1[C:4]([N:6]1[CH2:11][CH2:10][CH:9]([O:12][C:13]2[C:22]3[C:17](=[CH:18][CH:19]=[CH:20][CH:21]=3)[C:16]([NH:23][C:24]([NH:26][C:27]3[N:28]([C:38]4[CH:43]=[CH:42][C:41]([CH3:44])=[CH:40][CH:39]=4)[N:29]=[C:30]([C:32]([CH2:36][F:37])([CH3:35])[CH2:33][F:34])[CH:31]=3)=[O:25])=[CH:15][N:14]=2)[CH2:8][CH2:7]1)=[O:5].[CH3:50][S:51]([OH:54])(=[O:53])=[O:52], predict the reaction product. The product is: [S:51]([OH:54])(=[O:53])(=[O:52])[CH3:50].[F:1][C:2]1[CH:48]=[CH:47][CH:46]=[C:45]([F:49])[C:3]=1[C:4]([N:6]1[CH2:11][CH2:10][CH:9]([O:12][C:13]2[C:22]3[C:17](=[CH:18][CH:19]=[CH:20][CH:21]=3)[C:16]([NH:23][C:24]([NH:26][C:27]3[N:28]([C:38]4[CH:43]=[CH:42][C:41]([CH3:44])=[CH:40][CH:39]=4)[N:29]=[C:30]([C:32]([CH2:33][F:34])([CH3:35])[CH2:36][F:37])[CH:31]=3)=[O:25])=[CH:15][N:14]=2)[CH2:8][CH2:7]1)=[O:5]. (2) The product is: [CH3:15][N:20]1[CH2:19][CH2:18][NH:21][CH2:25][CH2:26]1.[OH:45][N:37]1[C:40]2[CH:41]=[CH:15][CH:16]=[CH:17][C:18]=2[N:21]=[N:22]1. Given the reactants Cl.C(N=C=NCCCN(C)C)C.CO[C:15]1[N:20]=[CH:19][C:18]([N:21]2[C:25]([C:26]3C=CC=CC=3)=NC(C(O)=O)=[N:22]2)=[CH:17][CH:16]=1.C([N:37]([CH2:40][CH3:41])CC)C.CN(C)C=[O:45], predict the reaction product. (3) Given the reactants COC(=O)[O:4][C:5]1[CH:10]=[C:9]([N+:11]([O-:13])=[O:12])[C:8]([C:14]([CH3:17])([CH3:16])[CH3:15])=[CH:7][C:6]=1[C:18]([CH3:21])([CH3:20])[CH3:19].COC(=O)OC1C([N+]([O-])=O)=CC(C(C)(C)C)=CC=1C(C)(C)C.[OH-].[K+], predict the reaction product. The product is: [C:18]([C:6]1[CH:7]=[C:8]([C:14]([CH3:16])([CH3:15])[CH3:17])[C:9]([N+:11]([O-:13])=[O:12])=[CH:10][C:5]=1[OH:4])([CH3:19])([CH3:20])[CH3:21]. (4) Given the reactants [CH2:1]([O:3][C:4]1[CH:5]=[C:6]([OH:13])[C:7]([F:12])=[C:8]([CH:11]=1)[CH:9]=[O:10])[CH3:2].C([O-])([O-])=O.[K+].[K+].I[CH:21]([CH3:23])[CH3:22], predict the reaction product. The product is: [CH2:1]([O:3][C:4]1[CH:5]=[C:6]([O:13][CH:21]([CH3:23])[CH3:22])[C:7]([F:12])=[C:8]([CH:11]=1)[CH:9]=[O:10])[CH3:2]. (5) Given the reactants [CH2:1]([NH2:5])[CH:2]([CH3:4])[CH3:3].[CH3:6][O:7][C:8](=[O:21])[C:9]1[CH:14]=[CH:13][C:12]([C:15](Cl)=[O:16])=[C:11]([N+:18]([O-:20])=[O:19])[CH:10]=1, predict the reaction product. The product is: [CH3:6][O:7][C:8](=[O:21])[C:9]1[CH:14]=[CH:13][C:12]([C:15]([NH:5][CH2:1][CH:2]([CH3:4])[CH3:3])=[O:16])=[C:11]([N+:18]([O-:20])=[O:19])[CH:10]=1. (6) Given the reactants [F:1][C:2]1[CH:7]=[CH:6][C:5]([S:8][C:9]2[CH:17]=[CH:16][C:12]([C:13]([OH:15])=[O:14])=[CH:11][C:10]=2[N+:18]([O-])=O)=[C:4]([C:21]([OH:23])=[O:22])[CH:3]=1.O, predict the reaction product. The product is: [NH2:18][C:10]1[CH:11]=[C:12]([CH:16]=[CH:17][C:9]=1[S:8][C:5]1[CH:6]=[CH:7][C:2]([F:1])=[CH:3][C:4]=1[C:21]([OH:23])=[O:22])[C:13]([OH:15])=[O:14]. (7) The product is: [Br:3][C:4]1[CH:5]=[CH:6][CH:7]=[C:8]([C:10]2([CH3:11])[O:15][CH2:14][CH2:13][O:12]2)[N:9]=1. Given the reactants N#N.[Br:3][C:4]1[N:9]=[C:8]([C:10](=[O:12])[CH3:11])[CH:7]=[CH:6][CH:5]=1.[CH2:13](O)[CH2:14][OH:15].COC(OC)OC.C([O-])([O-])=O.[Na+].[Na+], predict the reaction product. (8) Given the reactants [H-].[Na+].[CH3:3][C:4]1[C:9]([CH3:10])=[CH:8][C:7]([CH3:11])=[CH:6][C:5]=1[OH:12].[Cl:13][C:14]1[N:19]=[C:18](Cl)[C:17]([CH:21]([CH3:23])[CH3:22])=[C:16]([Cl:24])[N:15]=1.C(OCC)(=O)C, predict the reaction product. The product is: [Cl:13][C:14]1[N:15]=[C:16]([Cl:24])[C:17]([CH:21]([CH3:23])[CH3:22])=[C:18]([O:12][C:5]2[CH:6]=[C:7]([CH3:11])[CH:8]=[C:9]([CH3:10])[C:4]=2[CH3:3])[N:19]=1.